Task: Predict the product of the given reaction.. Dataset: Forward reaction prediction with 1.9M reactions from USPTO patents (1976-2016) (1) Given the reactants [CH3:1][C:2]1[O:3][C:4]2[CH:10]=[C:9]([CH2:11][OH:12])[CH:8]=[CH:7][C:5]=2[N:6]=1.[Cr](Cl)([O-])(=O)=O.[NH+]1C=CC=CC=1, predict the reaction product. The product is: [CH3:1][C:2]1[O:3][C:4]2[CH:10]=[C:9]([CH:11]=[O:12])[CH:8]=[CH:7][C:5]=2[N:6]=1. (2) Given the reactants CO[C:3](=[O:31])[C:4]1[CH:9]=[CH:8][C:7]([N:10]2[CH:14]=[C:13]([C:15]3[C:16]([C:24]4[CH:29]=[CH:28][C:27]([F:30])=[CH:26][CH:25]=4)=[N:17][O:18][C:19]=3[C:20]([F:23])([F:22])[F:21])[N:12]=[CH:11]2)=[CH:6][CH:5]=1.[F:32][C:33]([F:37])([F:36])[CH2:34][NH2:35], predict the reaction product. The product is: [F:30][C:27]1[CH:26]=[CH:25][C:24]([C:16]2[C:15]([C:13]3[N:12]=[CH:11][N:10]([C:7]4[CH:8]=[CH:9][C:4]([C:3]([NH:35][CH2:34][C:33]([F:37])([F:36])[F:32])=[O:31])=[CH:5][CH:6]=4)[CH:14]=3)=[C:19]([C:20]([F:23])([F:21])[F:22])[O:18][N:17]=2)=[CH:29][CH:28]=1. (3) Given the reactants CC(OI1(OC(C)=O)(OC(C)=O)OC(=O)C2C=CC=CC1=2)=O.[F:23][C:24]1[CH:25]=[C:26]([CH:48]([OH:51])[CH2:49][CH3:50])[CH:27]=[CH:28][C:29]=1[C:30]1[S:31][C:32]2[C:37]([N:38]=1)=[CH:36][CH:35]=[C:34]([C:39]1([C:42]3[CH:47]=[CH:46][CH:45]=[CH:44][CH:43]=3)[CH2:41][CH2:40]1)[N:33]=2.ClCCl.C([O-])(O)=O.[Na+], predict the reaction product. The product is: [F:23][C:24]1[CH:25]=[C:26]([C:48](=[O:51])[CH2:49][CH3:50])[CH:27]=[CH:28][C:29]=1[C:30]1[S:31][C:32]2[C:37]([N:38]=1)=[CH:36][CH:35]=[C:34]([C:39]1([C:42]3[CH:43]=[CH:44][CH:45]=[CH:46][CH:47]=3)[CH2:40][CH2:41]1)[N:33]=2.